From a dataset of Reaction yield outcomes from USPTO patents with 853,638 reactions. Predict the reaction yield, written as a fraction of the theoretical maximum amount of product (1.0 means a 100% yield; for example, 0.34 means a 34% yield). The reactants are Br[C:2]1[CH:3]=[C:4]([C:15]([NH:17][CH2:18][C:19]2[C:20](=[O:27])[NH:21][C:22]([CH3:26])=[CH:23][C:24]=2[CH3:25])=[O:16])[C:5]2[C:6]([CH3:14])=[N:7][N:8]([CH:11]([CH3:13])[CH3:12])[C:9]=2[CH:10]=1.[CH3:28][N:29]1[CH2:34][CH2:33][N:32]([C:35]2[CH:40]=[C:39](B3OC(C)(C)C(C)(C)O3)[CH:38]=[CH:37][N:36]=2)[CH2:31][CH2:30]1.C([O-])([O-])=O.[Na+].[Na+]. The catalyst is O.CN(C=O)C.Cl[Pd](Cl)([P](C1C=CC=CC=1)(C1C=CC=CC=1)C1C=CC=CC=1)[P](C1C=CC=CC=1)(C1C=CC=CC=1)C1C=CC=CC=1. The product is [CH3:25][C:24]1[CH:23]=[C:22]([CH3:26])[NH:21][C:20](=[O:27])[C:19]=1[CH2:18][NH:17][C:15]([C:4]1[C:5]2[C:6]([CH3:14])=[N:7][N:8]([CH:11]([CH3:13])[CH3:12])[C:9]=2[CH:10]=[C:2]([C:37]2[CH:38]=[CH:39][CH:40]=[C:35]([N:32]3[CH2:31][CH2:30][N:29]([CH3:28])[CH2:34][CH2:33]3)[N:36]=2)[CH:3]=1)=[O:16]. The yield is 0.320.